Dataset: NCI-60 drug combinations with 297,098 pairs across 59 cell lines. Task: Regression. Given two drug SMILES strings and cell line genomic features, predict the synergy score measuring deviation from expected non-interaction effect. (1) Drug 1: C1=NC(=NC(=O)N1C2C(C(C(O2)CO)O)O)N. Drug 2: CCN(CC)CCNC(=O)C1=C(NC(=C1C)C=C2C3=C(C=CC(=C3)F)NC2=O)C. Cell line: 786-0. Synergy scores: CSS=33.5, Synergy_ZIP=-9.90, Synergy_Bliss=-2.42, Synergy_Loewe=-3.16, Synergy_HSA=-0.214. (2) Drug 1: CS(=O)(=O)C1=CC(=C(C=C1)C(=O)NC2=CC(=C(C=C2)Cl)C3=CC=CC=N3)Cl. Drug 2: CCCCCOC(=O)NC1=NC(=O)N(C=C1F)C2C(C(C(O2)C)O)O. Cell line: U251. Synergy scores: CSS=2.06, Synergy_ZIP=-2.43, Synergy_Bliss=-2.52, Synergy_Loewe=-1.26, Synergy_HSA=-1.77. (3) Drug 1: C1=NC2=C(N=C(N=C2N1C3C(C(C(O3)CO)O)O)F)N. Drug 2: CC1CCCC2(C(O2)CC(NC(=O)CC(C(C(=O)C(C1O)C)(C)C)O)C(=CC3=CSC(=N3)C)C)C. Cell line: SF-268. Synergy scores: CSS=29.8, Synergy_ZIP=0.478, Synergy_Bliss=-0.574, Synergy_Loewe=-17.7, Synergy_HSA=1.11. (4) Drug 1: CC1=C(N=C(N=C1N)C(CC(=O)N)NCC(C(=O)N)N)C(=O)NC(C(C2=CN=CN2)OC3C(C(C(C(O3)CO)O)O)OC4C(C(C(C(O4)CO)O)OC(=O)N)O)C(=O)NC(C)C(C(C)C(=O)NC(C(C)O)C(=O)NCCC5=NC(=CS5)C6=NC(=CS6)C(=O)NCCC[S+](C)C)O. Drug 2: CCC1(CC2CC(C3=C(CCN(C2)C1)C4=CC=CC=C4N3)(C5=C(C=C6C(=C5)C78CCN9C7C(C=CC9)(C(C(C8N6C)(C(=O)OC)O)OC(=O)C)CC)OC)C(=O)OC)O.OS(=O)(=O)O. Cell line: HOP-92. Synergy scores: CSS=27.4, Synergy_ZIP=0.614, Synergy_Bliss=-0.859, Synergy_Loewe=-3.25, Synergy_HSA=-1.21. (5) Drug 1: CC1C(C(CC(O1)OC2CC(CC3=C2C(=C4C(=C3O)C(=O)C5=C(C4=O)C(=CC=C5)OC)O)(C(=O)C)O)N)O.Cl. Drug 2: CC1=C(C(=CC=C1)Cl)NC(=O)C2=CN=C(S2)NC3=CC(=NC(=N3)C)N4CCN(CC4)CCO. Cell line: TK-10. Synergy scores: CSS=40.9, Synergy_ZIP=-1.45, Synergy_Bliss=2.74, Synergy_Loewe=-0.284, Synergy_HSA=4.74. (6) Drug 1: CCC1(CC2CC(C3=C(CCN(C2)C1)C4=CC=CC=C4N3)(C5=C(C=C6C(=C5)C78CCN9C7C(C=CC9)(C(C(C8N6C=O)(C(=O)OC)O)OC(=O)C)CC)OC)C(=O)OC)O.OS(=O)(=O)O. Drug 2: C1C(C(OC1N2C=NC3=C2NC=NCC3O)CO)O. Cell line: CAKI-1. Synergy scores: CSS=1.47, Synergy_ZIP=2.08, Synergy_Bliss=5.71, Synergy_Loewe=1.54, Synergy_HSA=1.93.